This data is from Full USPTO retrosynthesis dataset with 1.9M reactions from patents (1976-2016). The task is: Predict the reactants needed to synthesize the given product. (1) Given the product [CH3:1][O:2][C:3]1[CH:8]=[CH:7][CH:6]=[CH:5][C:4]=1[CH:9]1[CH2:13][CH2:12][N:11]([C:21](=[O:24])[CH2:22][CH3:23])[CH2:10]1, predict the reactants needed to synthesize it. The reactants are: [CH3:1][O:2][C:3]1[CH:8]=[CH:7][CH:6]=[CH:5][C:4]=1[CH:9]1[CH2:13][CH2:12][NH:11][CH2:10]1.C(N(CC)CC)C.[C:21](O[C:21](=[O:24])[CH2:22][CH3:23])(=[O:24])[CH2:22][CH3:23]. (2) Given the product [CH3:23][S:24][C:14]1[CH:15]=[CH:16][C:11]([CH:4]([CH2:5][C@H:6]2[CH2:10][CH2:9][CH2:8][O:7]2)[C:3]([OH:2])=[O:22])=[CH:12][C:13]=1[C:18]([F:21])([F:20])[F:19], predict the reactants needed to synthesize it. The reactants are: C[O:2][C:3](=[O:22])[CH:4]([C:11]1[CH:16]=[CH:15][C:14](F)=[C:13]([C:18]([F:21])([F:20])[F:19])[CH:12]=1)[CH2:5][C@H:6]1[CH2:10][CH2:9][CH2:8][O:7]1.[CH3:23][S-:24].[Na+].[OH-].[Li+]. (3) Given the product [OH:11][C@@H:3]1[C:4]2[C:9](=[CH:8][CH:7]=[CH:6][CH:5]=2)[CH2:10][C@@H:2]1[NH2:12], predict the reactants needed to synthesize it. The reactants are: Br[C@@H:2]1[CH2:10][C:9]2[C:4](=[CH:5][CH:6]=[CH:7][CH:8]=2)[C@H:3]1[OH:11].[N-:12]=[N+]=[N-].[Na+].O. (4) Given the product [NH:2]([C:12]([CH2:11][CH:10]([CH2:6][CH:7]([CH3:9])[CH3:8])[CH2:16][C:15]([OH:14])=[O:17])=[O:13])[NH2:3], predict the reactants needed to synthesize it. The reactants are: O.[NH2:2][NH2:3].[OH-].[Na+].[CH2:6]([CH:10]1[CH2:16][C:15](=[O:17])[O:14][C:12](=[O:13])[CH2:11]1)[CH:7]([CH3:9])[CH3:8].C(O)(C)C. (5) Given the product [F:26][C:27]1[C:32]([B:6]([OH:11])[OH:7])=[CH:31][C:30]([CH:33]=[CH2:34])=[CH:29][N:28]=1, predict the reactants needed to synthesize it. The reactants are: C([Li])CCC.[B:6](OC(C)C)([O:11]C(C)C)[O:7]C(C)C.C(=O)=O.CC(C)=O.[F:26][C:27]1[CH:32]=[CH:31][C:30]([CH:33]=[CH2:34])=[CH:29][N:28]=1.Cl.